From a dataset of Catalyst prediction with 721,799 reactions and 888 catalyst types from USPTO. Predict which catalyst facilitates the given reaction. Reactant: [C:1]([O:5][C:6]([NH:8][C:9]([CH3:26])([CH3:25])[CH2:10][CH2:11][NH:12][C:13]1[CH:21]=[CH:20][C:16]([C:17]([OH:19])=[O:18])=[CH:15][C:14]=1[N+:22]([O-])=O)=[O:7])([CH3:4])([CH3:3])[CH3:2].[H][H]. Product: [NH2:22][C:14]1[CH:15]=[C:16]([CH:20]=[CH:21][C:13]=1[NH:12][CH2:11][CH2:10][C:9]([NH:8][C:6]([O:5][C:1]([CH3:4])([CH3:3])[CH3:2])=[O:7])([CH3:26])[CH3:25])[C:17]([OH:19])=[O:18]. The catalyst class is: 227.